This data is from CYP2C9 inhibition data for predicting drug metabolism from PubChem BioAssay. The task is: Regression/Classification. Given a drug SMILES string, predict its absorption, distribution, metabolism, or excretion properties. Task type varies by dataset: regression for continuous measurements (e.g., permeability, clearance, half-life) or binary classification for categorical outcomes (e.g., BBB penetration, CYP inhibition). Dataset: cyp2c9_veith. (1) The drug is CSc1nc2ccccc2cc1/C=C(\C#N)c1ccccc1. The result is 1 (inhibitor). (2) The result is 0 (non-inhibitor). The molecule is Cc1n[nH]c(=O)nc1NCc1ccccc1Cl. (3) The molecule is Cc1nn(C(C)(C)C)c(OC(=O)c2ccco2)c1Sc1ccccc1. The result is 1 (inhibitor). (4) The drug is COCCn1c(=O)c(-c2cccc(Cl)c2)nc2cncnc21. The result is 0 (non-inhibitor). (5) The molecule is CCC(=O)Nc1c2c(nc3c1CCC3)CCCC2. The result is 0 (non-inhibitor). (6) The compound is O=C(O)CC[C@]1(C(=O)O)CCC(=O)c2ccccc21. The result is 0 (non-inhibitor). (7) The result is 1 (inhibitor). The compound is Cc1cccc(NC(=O)NNC(=O)c2cc(-c3ccccc3Cl)nc3ccccc23)c1. (8) The result is 0 (non-inhibitor). The molecule is CCCCn1nc(-c2ccccc2)c2nc3ccccc3nc21.